From a dataset of Reaction yield outcomes from USPTO patents with 853,638 reactions. Predict the reaction yield, written as a fraction of the theoretical maximum amount of product (1.0 means a 100% yield; for example, 0.34 means a 34% yield). (1) The reactants are [F:1][C:2]1[CH:7]=[CH:6][C:5]([CH2:8][C:9]2[CH:18]=[C:17]3[C:12]([C:13]([OH:32])=[C:14]([C:28](OC)=[O:29])[C:15](=[O:27])[N:16]3[C:19]3[CH:24]=[CH:23][C:22]([O:25][CH3:26])=[CH:21][CH:20]=3)=[N:11][CH:10]=2)=[CH:4][CH:3]=1.[CH3:33][O:34][CH2:35][CH2:36][NH2:37]. No catalyst specified. The product is [F:1][C:2]1[CH:3]=[CH:4][C:5]([CH2:8][C:9]2[CH:18]=[C:17]3[C:12]([C:13]([OH:32])=[C:14]([C:28]([NH:37][CH2:36][CH2:35][O:34][CH3:33])=[O:29])[C:15](=[O:27])[N:16]3[C:19]3[CH:20]=[CH:21][C:22]([O:25][CH3:26])=[CH:23][CH:24]=3)=[N:11][CH:10]=2)=[CH:6][CH:7]=1. The yield is 0.890. (2) The reactants are [C:1]([O:5][C@@H:6]([C:12]1[C:13]([CH3:34])=[N:14][C:15]([CH3:33])=[C:16]([C:26]2[CH:31]=[CH:30][C:29]([OH:32])=[CH:28][CH:27]=2)[C:17]=1[N:18]1[CH2:23][CH2:22][C:21]([CH3:25])([CH3:24])[CH2:20][CH2:19]1)[C:7]([O:9][CH2:10][CH3:11])=[O:8])([CH3:4])([CH3:3])[CH3:2].O[CH2:36][CH2:37][C:38]1[CH:45]=[CH:44][C:41]([C:42]#[N:43])=[CH:40][CH:39]=1.C1C=CC(P(C2C=CC=CC=2)C2C=CC=CC=2)=CC=1.CCOC(/N=N/C(OCC)=O)=O. The catalyst is C1COCC1. The product is [C:1]([O:5][C@@H:6]([C:12]1[C:13]([CH3:34])=[N:14][C:15]([CH3:33])=[C:16]([C:26]2[CH:27]=[CH:28][C:29]([O:32][CH2:36][CH2:37][C:38]3[CH:45]=[CH:44][C:41]([C:42]#[N:43])=[CH:40][CH:39]=3)=[CH:30][CH:31]=2)[C:17]=1[N:18]1[CH2:19][CH2:20][C:21]([CH3:24])([CH3:25])[CH2:22][CH2:23]1)[C:7]([O:9][CH2:10][CH3:11])=[O:8])([CH3:2])([CH3:3])[CH3:4]. The yield is 0.641. (3) The reactants are [CH3:1][C:2]1([CH3:12])[O:7][CH2:6][C:5]2=[CH:8][C:9]([NH2:11])=[N:10][N:4]2[CH2:3]1.Br[C:14]1[C:15](=[O:22])[N:16]([CH3:21])[N:17]=[C:18]([Cl:20])[CH:19]=1.CC1(C)C2C(=C(P(C3C=CC=CC=3)C3C=CC=CC=3)C=CC=2)OC2C(P(C3C=CC=CC=3)C3C=CC=CC=3)=CC=CC1=2.C([O-])([O-])=O.[Cs+].[Cs+]. The catalyst is C1C=CC(/C=C/C(/C=C/C2C=CC=CC=2)=O)=CC=1.C1C=CC(/C=C/C(/C=C/C2C=CC=CC=2)=O)=CC=1.C1C=CC(/C=C/C(/C=C/C2C=CC=CC=2)=O)=CC=1.[Pd].[Pd].O1CCOCC1. The product is [Cl:20][C:18]1[CH:19]=[C:14]([NH:11][C:9]2[CH:8]=[C:5]3[CH2:6][O:7][C:2]([CH3:12])([CH3:1])[CH2:3][N:4]3[N:10]=2)[C:15](=[O:22])[N:16]([CH3:21])[N:17]=1. The yield is 0.450. (4) The reactants are [Cl:1][C:2]1[C:7]([C:8]([O:10]C(C)(C)C)=[O:9])=[CH:6][CH:5]=[C:4]([C:15]2[CH:20]=[C:19]([O:21][CH2:22][CH:23]([CH3:25])[CH3:24])[CH:18]=[C:17]([F:26])[CH:16]=2)[N:3]=1.FC(F)(F)C(O)=O. The catalyst is ClCCl. The product is [Cl:1][C:2]1[C:7]([C:8]([OH:10])=[O:9])=[CH:6][CH:5]=[C:4]([C:15]2[CH:20]=[C:19]([O:21][CH2:22][CH:23]([CH3:24])[CH3:25])[CH:18]=[C:17]([F:26])[CH:16]=2)[N:3]=1. The yield is 0.720. (5) The reactants are [Cl:1][C:2]1[CH:3]=[CH:4][C:5]([CH2:25][N:26]2[C:31]3[CH:32]=[CH:33][NH:34][C:30]=3[C:29](=[O:35])[NH:28][C:27]2=[S:36])=[C:6]([C@H:8]([N:10](C(OC(C)(C)C)=O)C(OC(C)(C)C)=O)[CH3:9])[CH:7]=1.Cl.N. The catalyst is O. The product is [NH2:10][C@@H:8]([C:6]1[CH:7]=[C:2]([Cl:1])[CH:3]=[CH:4][C:5]=1[CH2:25][N:26]1[C:31]2[CH:32]=[CH:33][NH:34][C:30]=2[C:29](=[O:35])[NH:28][C:27]1=[S:36])[CH3:9]. The yield is 0.670. (6) The reactants are [NH2:1][CH2:2][CH2:3][CH:4]([C:6]1[CH:11]=[CH:10][C:9]([N:12]([CH3:27])[C:13]2[CH:18]=[CH:17][C:16]([O:19][CH2:20][C:21]3[CH:26]=[CH:25][CH:24]=[CH:23][CH:22]=3)=[CH:15][CH:14]=2)=[CH:8][CH:7]=1)[CH3:5].[CH3:28][C:29]([O:32][C:33](O[C:33]([O:32][C:29]([CH3:31])([CH3:30])[CH3:28])=[O:34])=[O:34])([CH3:31])[CH3:30]. The catalyst is C(Cl)Cl. The product is [C:29]([O:32][C:33](=[O:34])[NH:1][CH2:2][CH2:3][CH:4]([C:6]1[CH:11]=[CH:10][C:9]([N:12]([C:13]2[CH:18]=[CH:17][C:16]([O:19][CH2:20][C:21]3[CH:22]=[CH:23][CH:24]=[CH:25][CH:26]=3)=[CH:15][CH:14]=2)[CH3:27])=[CH:8][CH:7]=1)[CH3:5])([CH3:31])([CH3:30])[CH3:28]. The yield is 0.950. (7) The reactants are [H-].[Al+3].[Li+].[H-].[H-].[H-].C(O[C:10](=[O:26])[C:11]1[C:16](C)=[CH:15][CH:14]=[CH:13][C:12]=1[O:18][CH2:19][C:20]1[CH:25]=[CH:24][CH:23]=[CH:22][CH:21]=1)C.[C:27](OCC)(=[O:29])C.[C@H](O)(C([O-])=O)[C@@H](O)C([O-])=O.[Na+].[K+]. The catalyst is CCOCC. The product is [CH2:19]([O:18][C:12]1[CH:13]=[CH:14][CH:15]=[C:16]([O:29][CH3:27])[C:11]=1[CH2:10][OH:26])[C:20]1[CH:21]=[CH:22][CH:23]=[CH:24][CH:25]=1. The yield is 1.00. (8) The reactants are [CH3:1][C:2]1[CH:11]=[CH:10][CH:9]=[C:8]2[C:3]=1[C:4](=[O:15])[C:5]([C:12]([OH:14])=O)=[CH:6][NH:7]2.[CH:16]12[N:22]([C:23]3[N:28]=[CH:27][C:26]([NH2:29])=[C:25]([CH3:30])[CH:24]=3)[CH:19]([CH2:20][CH2:21]1)[CH2:18][CH2:17]2.N1C=CC=CC=1. The catalyst is CC1CCCO1.C(OCC)(=O)C. The product is [CH:16]12[N:22]([C:23]3[N:28]=[CH:27][C:26]([NH:29][C:12]([C:5]4[C:4](=[O:15])[C:3]5[C:8](=[CH:9][CH:10]=[CH:11][C:2]=5[CH3:1])[NH:7][CH:6]=4)=[O:14])=[C:25]([CH3:30])[CH:24]=3)[CH:19]([CH2:20][CH2:21]1)[CH2:18][CH2:17]2. The yield is 0.260.